This data is from Full USPTO retrosynthesis dataset with 1.9M reactions from patents (1976-2016). The task is: Predict the reactants needed to synthesize the given product. (1) The reactants are: [NH2:1][C:2]1[CH:3]=[C:4]([CH:28]=[CH:29][CH:30]=1)[O:5][C:6]1[C:7]2[CH:27]=[CH:26][NH:25][C:8]=2[N:9]=[C:10]([NH:12][C:13]2[CH:14]=[CH:15][C:16]([N:19]([CH2:21][CH2:22][O:23][CH3:24])[CH3:20])=[N:17][CH:18]=2)[N:11]=1.CCN(C(C)C)C(C)C.[C:40](Cl)(=[O:43])[CH:41]=[CH2:42].C([O-])(O)=O.[Na+]. Given the product [CH3:24][O:23][CH2:22][CH2:21][N:19]([CH3:20])[C:16]1[N:17]=[CH:18][C:13]([NH:12][C:10]2[N:11]=[C:6]([O:5][C:4]3[CH:3]=[C:2]([NH:1][C:40](=[O:43])[CH:41]=[CH2:42])[CH:30]=[CH:29][CH:28]=3)[C:7]3[CH:27]=[CH:26][NH:25][C:8]=3[N:9]=2)=[CH:14][CH:15]=1, predict the reactants needed to synthesize it. (2) Given the product [NH2:1][C:2]1[N:3]=[CH:4][C:5]([C:6]([N:34]=[S:32]([CH2:35][CH2:36][CH2:37][CH2:38][C:39]([O:41][CH3:42])=[O:40])([CH3:31])=[O:33])=[O:7])=[CH:9][C:10]=1[C:11]1[S:12][C:13]2[CH:19]=[CH:18][C:17]([NH:20][C:21]([NH:23][C:24]3[CH:29]=[CH:28][CH:27]=[C:26]([CH3:30])[CH:25]=3)=[O:22])=[CH:16][C:14]=2[CH:15]=1, predict the reactants needed to synthesize it. The reactants are: [NH2:1][C:2]1[C:10]([C:11]2[S:12][C:13]3[CH:19]=[CH:18][C:17]([NH:20][C:21]([NH:23][C:24]4[CH:29]=[CH:28][CH:27]=[C:26]([CH3:30])[CH:25]=4)=[O:22])=[CH:16][C:14]=3[CH:15]=2)=[CH:9][C:5]([C:6](O)=[O:7])=[CH:4][N:3]=1.[CH3:31][S@:32]([CH2:35][CH2:36][CH2:37][CH2:38][C:39]([O:41][CH3:42])=[O:40])(=[NH:34])=[O:33].C(N(C(C)C)CC)(C)C.F[P-](F)(F)(F)(F)F.N1(O[P+](N(C)C)(N(C)C)N(C)C)C2C=CC=CC=2N=N1.